Dataset: Catalyst prediction with 721,799 reactions and 888 catalyst types from USPTO. Task: Predict which catalyst facilitates the given reaction. (1) Reactant: [NH2:1][C:2]1[CH:7]=[CH:6][CH:5]=[C:4]([CH2:8][OH:9])[N:3]=1.N1C=CN=C1.[Si:15](Cl)([C:18]([CH3:21])([CH3:20])[CH3:19])([CH3:17])[CH3:16]. Product: [NH2:1][C:2]1[CH:7]=[CH:6][CH:5]=[C:4]([CH2:8][O:9][Si:15]([C:18]([CH3:21])([CH3:20])[CH3:19])([CH3:17])[CH3:16])[N:3]=1. The catalyst class is: 42. (2) Reactant: [N:1]([CH2:4][C@H:5]([C:29]([F:32])([F:31])[F:30])[C@H:6]([C@H:15]1[CH2:19][O:18]C(C)(C)[N:16]1C(OC(C)(C)C)=O)[O:7][Si:8]([C:11]([CH3:14])([CH3:13])[CH3:12])([CH3:10])[CH3:9])=[N+:2]=[N-:3].C1(C)C=CC(S([O-])(=O)=O)=CC=1.[NH+]1C=CC=CC=1.CCN(C(C)C)C(C)C. Product: [NH2:16][C@@H:15]([C@H:6]([O:7][Si:8]([C:11]([CH3:14])([CH3:13])[CH3:12])([CH3:10])[CH3:9])[C@H:5]([CH2:4][N:1]=[N+:2]=[N-:3])[C:29]([F:32])([F:31])[F:30])[CH2:19][OH:18]. The catalyst class is: 14.